From a dataset of Full USPTO retrosynthesis dataset with 1.9M reactions from patents (1976-2016). Predict the reactants needed to synthesize the given product. (1) Given the product [Br:3][C:4]1[CH:5]=[N:6][CH:7]=[C:8]([CH:13]=1)[C:9]([N:11]([CH3:14])[CH3:12])=[O:10], predict the reactants needed to synthesize it. The reactants are: [H-].[Na+].[Br:3][C:4]1[CH:5]=[N:6][CH:7]=[C:8]([CH:13]=1)[C:9]([NH:11][CH3:12])=[O:10].[CH3:14]I.[Cl-].[NH4+]. (2) Given the product [CH3:1][O:2][C:3]1[CH:4]=[CH:5][CH:6]=[C:7]2[C:12]=1[CH2:11][C@@H:10]([N:21]([CH3:20])[CH3:16])[CH2:9][CH2:8]2, predict the reactants needed to synthesize it. The reactants are: [CH3:1][O:2][C:3]1[CH:4]=[CH:5][CH:6]=[C:7]2[C:12]=1[CH2:11][C@@H:10](N)[CH2:9][CH2:8]2.C=O.[C:16](O)(=O)C.[C:20]([BH3-])#[N:21].[Na+].